From a dataset of NCI-60 drug combinations with 297,098 pairs across 59 cell lines. Regression. Given two drug SMILES strings and cell line genomic features, predict the synergy score measuring deviation from expected non-interaction effect. (1) Drug 1: C(CC(=O)O)C(=O)CN.Cl. Drug 2: C(CN)CNCCSP(=O)(O)O. Cell line: NCI-H460. Synergy scores: CSS=-2.26, Synergy_ZIP=0.591, Synergy_Bliss=2.18, Synergy_Loewe=-2.66, Synergy_HSA=-2.01. (2) Drug 1: CC1C(C(=O)NC(C(=O)N2CCCC2C(=O)N(CC(=O)N(C(C(=O)O1)C(C)C)C)C)C(C)C)NC(=O)C3=C4C(=C(C=C3)C)OC5=C(C(=O)C(=C(C5=N4)C(=O)NC6C(OC(=O)C(N(C(=O)CN(C(=O)C7CCCN7C(=O)C(NC6=O)C(C)C)C)C)C(C)C)C)N)C. Drug 2: C1CN1C2=NC(=NC(=N2)N3CC3)N4CC4. Cell line: SW-620. Synergy scores: CSS=45.1, Synergy_ZIP=-14.6, Synergy_Bliss=-4.23, Synergy_Loewe=-23.3, Synergy_HSA=3.00. (3) Drug 1: C1C(C(OC1N2C=C(C(=O)NC2=O)F)CO)O. Drug 2: C1=NC(=NC(=O)N1C2C(C(C(O2)CO)O)O)N. Cell line: MCF7. Synergy scores: CSS=23.4, Synergy_ZIP=-7.78, Synergy_Bliss=0.141, Synergy_Loewe=1.95, Synergy_HSA=2.56.